From a dataset of Experimentally validated miRNA-target interactions with 360,000+ pairs, plus equal number of negative samples. Binary Classification. Given a miRNA mature sequence and a target amino acid sequence, predict their likelihood of interaction. (1) The miRNA is mmu-miR-467e-3p with sequence AUAUACAUACACACACCUAUAU. The protein sequence of the target gene is MGKSEKEVATHGVRCFSKIKAFLLALTCAYVSKSLSGTYMNSMLTQIERQFGIPTSVVGLINGSFEIGNLLLIIFVSYFGTKLHRPIMIGVGCAVMGLGCFLISIPHFLMGRYEYETTILPTSNLSSNSFVCTENRTQTLKPTQDPTECVKEMKSLMWIYVLVGNIIRGMGETPIMPLGISYIEDFAKSENSPLYIGILETGMTIGPLIGLLLGSSCANIYVDTGSVNTDDLTITPTDTRWVGAWWIGFLVCAGVNILTSIPFFFFPKTLLKEGLQDNGDGTENAKEEKHREKIKEENRG.... Result: 0 (no interaction). (2) The miRNA is hsa-miR-1296-5p with sequence UUAGGGCCCUGGCUCCAUCUCC. The protein sequence of the target gene is MGHQESPLTRAAAGGAAYIKRLRKVLSWRELGDGHGNLEAEASPGSVAVITRAAPRRATRSARLPASRPTRLCRQARLGTDHPPARAPRGNRFARKRNSAGQITIQGPAPPHLGARRRDEARGARAAPLLLPPPPAAMETGKENGARRGTKSPERKRRSPVQRVLCEKLRPAAQAMDPAGAEVPGEAFLARRRPDGGGGDVPARPRYSLLAEIGRGSYGVVYEAVAGRSGARVAVKKIRCDAPENVELALAEFWALTSLKRRHQNIVQFEECVLQRNGLAQRMSHGNKNSQLYLRLVETS.... Result: 0 (no interaction). (3) The miRNA is hsa-let-7a-5p with sequence UGAGGUAGUAGGUUGUAUAGUU. The protein sequence of the target gene is MISSTSVYGLKMQWTPEHAQWPEQHFDITSTTRSPAHKVEAYRGHLQRTYQYAWANDDISALTASNLLKKYAEKYSGILEGPVDRPVLSNYSDTPSGLVNGRKNESEPWQPSLNSEAVYPMNCVPDVITASKAGVSSALPPADVSASIGSSPGVASNLTEPSYSSSTCGSHTVPSLHAGLPSQEYAPGYNGSYLHSTYSSQPAPALPSPHPSPLHSSGLLQPPPPPPPPPALVPGYNGTSNLSSYSYPSASYPPQTAVGSGYSPGGAPPPPSAYLPSGIPAPTPLPPTTVPGYTYQGHGL.... Result: 1 (interaction). (4) The miRNA is hsa-miR-6752-5p with sequence GGGGGGUGUGGAGCCAGGGGGC. The protein sequence of the target gene is MASTRARPMLPLLLVLVAVVIPGPVGAQVSIHPTEAFLPRGGSVQVNCSSSCEDENLGLGLETNWMKDELSSGHNWKLFKLSDIGEDSRPLCFENCGTTQSSASATITVYSFPERVELDPLPAWQQVGKNLILRCLVEGGAPRTQLSVVLLRGNETLSRQAVDGDPKEITFTVLASRGDHGANFSCFTELDLRPQGLSLFKNVSEVRQLRTFDLPTRVLKLDTPDLLEVGTQQKFLCSLEGLFPASEAQIYLEMGGQMLTLESTNSRDFVSATASVEVTEKLDRTLQLRCVLELADQTLE.... Result: 0 (no interaction). (5) The miRNA is hsa-miR-377-3p with sequence AUCACACAAAGGCAACUUUUGU. The protein sequence of the target gene is MWRLPRALCVHAAKTSKLSGPWSRPAAFMSTLLINQPQYAWLKELGLREENEGVYNGSWGGRGEVITTYCPANNEPIARVRQASVADYEETVKKAREAWKIWADIPAPKRGEIVRQIGDALREKIQVLGSLVSLEMGKILVEGVGEVQEYVDICDYAVGLSRMIGGPILPSERSGHALIEQWNPVGLVGIITAFNFPVAVYGWNNAIAMICGNVCLWKGAPTTSLISVAVTKIIAKVLEDNKLPGAICSLTCGGADIGTAMAKDERVNLLSFTGSTQVGKQVGLMVQERFGRSLLELGGN.... Result: 1 (interaction). (6) The miRNA is mmu-miR-684 with sequence AGUUUUCCCUUCAAGUCAA. The protein sequence of the target gene is MKRQNVRTLALIVCTFTYLLVGAAVFDALESEPEMIERQRLELRQLELRARYNLSEGGYEELERVVLRLKPHKAGVQWRFAGSFYFAITVITTIGYGHAAPSTDGGKVFCMFYALLGIPLTLVMFQSLGERINTFVRYLLHRAKRGLGMRHAEVSMANMVLIGFVSCISTLCIGAAAFSYYERWTFFQAYYYCFITLTTIGFGDYVALQKDQALQTQPQYVAFSFVYILTGLTVIGAFLNLVVLRFMTMNAEDEKRDAEHRALLTHNGQAVGLGGLSCLSGSLGDGVRPRDPVTCAAAAG.... Result: 1 (interaction).